This data is from Full USPTO retrosynthesis dataset with 1.9M reactions from patents (1976-2016). The task is: Predict the reactants needed to synthesize the given product. (1) The reactants are: Br[C:2]1[C:9]([F:10])=[CH:8][CH:7]=[CH:6][C:3]=1[C:4]#[N:5].C([O-])(=O)C.[K+].[B:16]1([B:16]2[O:20][C:19]([CH3:22])([CH3:21])[C:18]([CH3:24])([CH3:23])[O:17]2)[O:20][C:19]([CH3:22])([CH3:21])[C:18]([CH3:24])([CH3:23])[O:17]1. Given the product [F:10][C:9]1[C:2]([B:16]2[O:20][C:19]([CH3:22])([CH3:21])[C:18]([CH3:24])([CH3:23])[O:17]2)=[C:3]([CH:6]=[CH:7][CH:8]=1)[C:4]#[N:5], predict the reactants needed to synthesize it. (2) Given the product [F:1][C:2]1[C:3]([C:8]2[N:9]([CH2:13][C:14]3[N:19]=[CH:18][N:17]4[N:20]=[C:21]([O:23][CH:34]([CH3:36])[CH3:35])[N:22]=[C:16]4[C:15]=3[CH2:24][CH2:25][CH3:26])[CH:10]=[CH:11][N:12]=2)=[N:4][CH:5]=[CH:6][CH:7]=1, predict the reactants needed to synthesize it. The reactants are: [F:1][C:2]1[C:3]([C:8]2[N:9]([CH2:13][C:14]3[N:19]=[CH:18][N:17]4[N:20]=[C:21]([OH:23])[N:22]=[C:16]4[C:15]=3[CH2:24][CH2:25][CH3:26])[CH:10]=[CH:11][N:12]=2)=[N:4][CH:5]=[CH:6][CH:7]=1.C(=O)([O-])[O-].[K+].[K+].I[CH:34]([CH3:36])[CH3:35].O. (3) Given the product [NH2:7][C:8]1[N:13]2[N:14]=[CH:15][C:16]([C:17]3[CH:18]=[N:19][C:20]4[C:25]([CH:26]=3)=[CH:24][CH:23]=[CH:22][CH:21]=4)=[C:12]2[N:11]=[C:10]([CH:27]2[CH2:32][NH:31][CH:30]([C:40]([OH:42])=[O:41])[CH2:29][CH2:28]2)[CH:9]=1, predict the reactants needed to synthesize it. The reactants are: C[Si](C)(C)CCOC[N:7](COCC[Si](C)(C)C)[C:8]1[N:13]2[N:14]=[CH:15][C:16]([C:17]3[CH:18]=[N:19][C:20]4[C:25]([CH:26]=3)=[CH:24][CH:23]=[CH:22][CH:21]=4)=[C:12]2[N:11]=[C:10]([CH:27]2[CH2:32][N:31](C(OC(C)(C)C)=O)[CH:30]([C:40]([O:42]C(C)(C)C)=[O:41])[CH2:29][CH2:28]2)[CH:9]=1.Cl.